This data is from Full USPTO retrosynthesis dataset with 1.9M reactions from patents (1976-2016). The task is: Predict the reactants needed to synthesize the given product. (1) The reactants are: [O:1]=[C:2]1[C:10]2[C:5](=[N:6][C:7]([CH2:11][CH2:12][CH:13]=O)=[CH:8][CH:9]=2)[CH2:4][O:3]1.[CH2:15]([N:17]([CH2:22][CH3:23])[CH2:18][CH2:19][NH:20][CH3:21])[CH3:16]. Given the product [CH2:15]([N:17]([CH2:22][CH3:23])[CH2:18][CH2:19][N:20]([CH3:21])[CH2:13][CH2:12][CH2:11][C:7]1[N:6]=[C:5]2[CH2:4][O:3][C:2](=[O:1])[C:10]2=[CH:9][CH:8]=1)[CH3:16], predict the reactants needed to synthesize it. (2) Given the product [CH3:1][O:2][C:3]1[CH:4]=[CH:5][C:6]([C:9]2[S:13][C:12]([C:14]([NH:64][C@@H:65]([C:69]([O:71][CH3:72])=[O:70])[CH:66]([CH3:68])[CH3:67])=[O:16])=[C:11]([NH:17][C:18]([NH:20][C:21]3[C:26]([CH3:27])=[CH:25][C:24]([CH3:28])=[CH:23][C:22]=3[CH3:29])=[O:19])[CH:10]=2)=[CH:7][CH:8]=1, predict the reactants needed to synthesize it. The reactants are: [CH3:1][O:2][C:3]1[CH:8]=[CH:7][C:6]([C:9]2[S:13][C:12]([C:14]([OH:16])=O)=[C:11]([NH:17][C:18]([NH:20][C:21]3[C:26]([CH3:27])=[CH:25][C:24]([CH3:28])=[CH:23][C:22]=3[CH3:29])=[O:19])[CH:10]=2)=[CH:5][CH:4]=1.CN(C(ON1N=NC2C=CC=NC1=2)=[N+](C)C)C.F[P-](F)(F)(F)(F)F.CCN(C(C)C)C(C)C.Cl.[NH2:64][C@@H:65]([C:69]([O:71][CH3:72])=[O:70])[CH:66]([CH3:68])[CH3:67]. (3) Given the product [NH:18]1[C:3]([C:7]2[C:15]3[C:10](=[CH:11][C:12]([CH:16]=[O:17])=[CH:13][CH:14]=3)[NH:9][N:8]=2)=[CH:4][CH:5]=[N:19]1, predict the reactants needed to synthesize it. The reactants are: N1C=[CH:5][CH:4]=[C:3]([C:7]2[C:15]3[C:10](=[CH:11][C:12]([CH:16]=[O:17])=[CH:13][CH:14]=3)[NH:9][N:8]=2)C=1.[NH:18]1C(B(O)O)=CC=[N:19]1. (4) The reactants are: [CH3:1][CH:2]([CH3:35])[CH2:3][C@H:4]([NH:19][C:20]([C@@H:22]1[CH2:27][CH2:26][CH2:25][CH2:24][N:23]1C(OC(C)(C)C)=O)=[O:21])/[CH:5]=[CH:6]/[C:7](=[O:18])[NH:8][C:9]1[S:10][C:11]([C:14]([F:17])([F:16])[F:15])=[N:12][N:13]=1.[C:36]([OH:42])([C:38]([F:41])([F:40])[F:39])=[O:37]. Given the product [F:39][C:38]([F:41])([F:40])[C:36]([OH:42])=[O:37].[CH3:1][CH:2]([CH3:35])[CH2:3][C@H:4]([NH:19][C:20]([C@@H:22]1[CH2:27][CH2:26][CH2:25][CH2:24][NH:23]1)=[O:21])/[CH:5]=[CH:6]/[C:7](=[O:18])[NH:8][C:9]1[S:10][C:11]([C:14]([F:17])([F:15])[F:16])=[N:12][N:13]=1, predict the reactants needed to synthesize it. (5) The reactants are: Br[CH2:2][C:3]1[C:11]2[C:7](=[N:8][S:9][N:10]=2)[CH:6]=[CH:5][CH:4]=1.[C:12]([O:16][C:17]([N:19]1[CH2:24][CH2:23][CH:22]([NH:25][CH2:26][CH:27]([CH3:29])[CH3:28])[CH2:21][CH2:20]1)=[O:18])([CH3:15])([CH3:14])[CH3:13].C(=O)([O-])[O-].[K+].[K+].[I-].[Na+].C(=O)(O)[O-].[Na+]. Given the product [C:12]([O:16][C:17]([N:19]1[CH2:20][CH2:21][CH:22]([N:25]([CH2:2][C:3]2[C:11]3[C:7](=[N:8][S:9][N:10]=3)[CH:6]=[CH:5][CH:4]=2)[CH2:26][CH:27]([CH3:29])[CH3:28])[CH2:23][CH2:24]1)=[O:18])([CH3:15])([CH3:14])[CH3:13], predict the reactants needed to synthesize it.